This data is from Forward reaction prediction with 1.9M reactions from USPTO patents (1976-2016). The task is: Predict the product of the given reaction. (1) Given the reactants [CH3:1][O:2][C:3]1[CH:8]=[CH:7][CH:6]=[C:5]([O:9][CH3:10])[C:4]=1[CH:11]1[NH:16][C:15](=[O:17])[CH2:14][C:13]([CH3:19])([CH3:18])[CH2:12]1.Br[CH2:21][C:22]1[CH:27]=[CH:26][C:25]([O:28][C:29]([F:32])([F:31])[F:30])=[CH:24][CH:23]=1, predict the reaction product. The product is: [CH3:1][O:2][C:3]1[CH:8]=[CH:7][CH:6]=[C:5]([O:9][CH3:10])[C:4]=1[CH:11]1[N:16]([CH2:21][C:22]2[CH:27]=[CH:26][C:25]([O:28][C:29]([F:30])([F:31])[F:32])=[CH:24][CH:23]=2)[C:15](=[O:17])[CH2:14][C:13]([CH3:19])([CH3:18])[CH2:12]1. (2) The product is: [CH3:7][N:5]([CH3:6])[CH2:3][C@@H:2]([NH2:1])[CH2:8][C:9]1[CH:14]=[CH:13][CH:12]=[CH:11][CH:10]=1. Given the reactants [NH2:1][C@@H:2]([CH2:8][C:9]1[CH:14]=[CH:13][CH:12]=[CH:11][CH:10]=1)[C:3]([N:5]([CH3:7])[CH3:6])=O.[H-].[Al+3].[Li+].[H-].[H-].[H-].C1(C)C=CC=CC=1.CCOCC, predict the reaction product. (3) Given the reactants [Cl:1][C:2]1[CH:11]=[CH:10][CH:9]=[CH:8][C:3]=1[C:4](=O)[CH2:5]Br.[CH3:12][C:13]([C:16]([NH2:18])=[NH:17])([CH3:15])[CH3:14].Cl.C(=O)([O-])[O-].[K+].[K+].C(=O)([O-])O.[Na+], predict the reaction product. The product is: [C:13]([C:16]1[NH:17][CH:5]=[C:4]([C:3]2[CH:8]=[CH:9][CH:10]=[CH:11][C:2]=2[Cl:1])[N:18]=1)([CH3:15])([CH3:14])[CH3:12]. (4) Given the reactants [OH:1][CH:2]([CH:6]1[CH2:11][C@H:10]([N:12]([C:17]([C:19]2[N:23]([CH2:24][CH2:25][CH2:26][CH2:27][O:28][CH3:29])[C:22]3[CH:30]=[CH:31][CH:32]=[CH:33][C:21]=3[N:20]=2)=[O:18])[CH2:13][CH:14]([CH3:16])[CH3:15])[CH2:9][N:8](C(OC(C)(C)C)=O)[CH2:7]1)[CH2:3][O:4][CH3:5].CO.[ClH:43], predict the reaction product. The product is: [ClH:43].[ClH:43].[OH:1][CH:2]([C@H:6]1[CH2:7][NH:8][CH2:9][C@@H:10]([N:12]([CH2:13][CH:14]([CH3:16])[CH3:15])[C:17]([C:19]2[N:23]([CH2:24][CH2:25][CH2:26][CH2:27][O:28][CH3:29])[C:22]3[CH:30]=[CH:31][CH:32]=[CH:33][C:21]=3[N:20]=2)=[O:18])[CH2:11]1)[CH2:3][O:4][CH3:5]. (5) Given the reactants N([O-])=O.[Na+].Cl.[C-]#N.[Na+].C([Cu])#N.[OH-].[Na+].N(OS(=O)(=O)O)=O.CI.[C:23]([O-:26])([O-])=[O:24].[K+].[K+].C1C(=O)N(Br)C(=O)C1.Br[C:38]1[CH:44]=[CH:43][C:41](N)=[CH:40][CH:39]=1.[Cu](C#N)C#N, predict the reaction product. The product is: [C:23]([OH:26])(=[O:24])[C:38]1[CH:44]=[CH:43][CH:41]=[CH:40][CH:39]=1. (6) Given the reactants Br[C:2]1[CH:31]=[CH:30][C:5]([CH2:6][N:7]([C:17]2[CH:18]=[CH:19][C:20]3[C:25](=[O:26])[O:24][C:23]([CH3:28])([CH3:27])[O:22][C:21]=3[CH:29]=2)[C:8](=[O:16])[CH2:9][CH2:10][CH:11]2[CH2:15][CH2:14][CH2:13][CH2:12]2)=[CH:4][CH:3]=1.[C:32]1([CH2:38][CH2:39][CH2:40][C:41]#[CH:42])[CH:37]=[CH:36][CH:35]=[CH:34][CH:33]=1, predict the reaction product. The product is: [CH:11]1([CH2:10][CH2:9][C:8]([N:7]([C:17]2[CH:18]=[CH:19][C:20]3[C:25](=[O:26])[O:24][C:23]([CH3:28])([CH3:27])[O:22][C:21]=3[CH:29]=2)[CH2:6][C:5]2[CH:4]=[CH:3][C:2]([C:42]#[C:41][CH2:40][CH2:39][CH2:38][C:32]3[CH:37]=[CH:36][CH:35]=[CH:34][CH:33]=3)=[CH:31][CH:30]=2)=[O:16])[CH2:12][CH2:13][CH2:14][CH2:15]1.